Dataset: Full USPTO retrosynthesis dataset with 1.9M reactions from patents (1976-2016). Task: Predict the reactants needed to synthesize the given product. (1) Given the product [CH3:16][O:17][C:9]1[CH:10]=[CH:11][CH:12]=[C:5]([N+:2]([O-:4])=[O:3])[C:6]=1[C:7]#[N:8], predict the reactants needed to synthesize it. The reactants are: [Na].[N+:2]([C:5]1[CH:12]=[CH:11][CH:10]=[C:9]([N+]([O-])=O)[C:6]=1[C:7]#[N:8])([O-:4])=[O:3].[CH3:16][OH:17]. (2) Given the product [OH:42][C@@H:37]1[CH2:38][CH2:39][CH2:40][CH2:41][C@H:36]1[NH:35][C:16]1[N:15]=[CH:14][C:13]2[C:18](=[CH:19][CH:20]=[C:11]([O:10][C:8]3[CH:7]=[CH:6][N:5]=[C:4]([C:3]([NH:2][CH3:1])=[O:24])[CH:9]=3)[CH:12]=2)[N:17]=1, predict the reactants needed to synthesize it. The reactants are: [CH3:1][NH:2][C:3](=[O:24])[C:4]1[CH:9]=[C:8]([O:10][C:11]2[CH:12]=[C:13]3[C:18](=[CH:19][CH:20]=2)[N:17]=[C:16](S(C)=O)[N:15]=[CH:14]3)[CH:7]=[CH:6][N:5]=1.CCN(C(C)C)C(C)C.Cl.[NH2:35][C@@H:36]1[CH2:41][CH2:40][CH2:39][CH2:38][C@H:37]1[OH:42].